This data is from Forward reaction prediction with 1.9M reactions from USPTO patents (1976-2016). The task is: Predict the product of the given reaction. (1) Given the reactants [OH:1][CH:2]([CH2:11][O:12][C:13]1[CH:18]=[CH:17][CH:16]=[CH:15][C:14]=1[O:19][CH3:20])[CH2:3][N:4]1[CH2:9][CH2:8][NH:7][CH2:6][C:5]1=[O:10].CCO.[CH3:24][C:25]1[CH:30]=[CH:29][CH:28]=[C:27]([CH3:31])[C:26]=1[NH:32][C:33](=[O:36])[CH2:34]Cl.C(N(C(C)C)CC)(C)C, predict the reaction product. The product is: [CH3:31][C:27]1[CH:28]=[CH:29][CH:30]=[C:25]([CH3:24])[C:26]=1[NH:32][C:33](=[O:36])[CH2:34][N:7]1[CH2:8][CH2:9][N:4]([CH2:3][CH:2]([OH:1])[CH2:11][O:12][C:13]2[CH:18]=[CH:17][CH:16]=[CH:15][C:14]=2[O:19][CH3:20])[C:5](=[O:10])[CH2:6]1. (2) Given the reactants Cl[C:2]1[CH:7]=[CH:6][C:5]([N+:8]([O-:10])=[O:9])=[CH:4][N:3]=1.[CH3:11][C:12]1[CH:17]=[CH:16][CH:15]=[C:14]([CH3:18])[C:13]=1B(O)O, predict the reaction product. The product is: [CH3:11][C:12]1[CH:17]=[CH:16][CH:15]=[C:14]([CH3:18])[C:13]=1[C:2]1[CH:7]=[CH:6][C:5]([N+:8]([O-:10])=[O:9])=[CH:4][N:3]=1. (3) Given the reactants [O:1]=[C:2]1[C:11]2[C:6](=[CH:7][CH:8]=[CH:9][CH:10]=2)[CH2:5][CH2:4][N:3]1[CH2:12][CH2:13][NH:14][C:15](=O)OC(C)(C)C.FC(F)(F)C(O)=O.[F:29][C:30]([F:46])([F:45])[C@@H:31]([NH:40][S:41]([CH3:44])(=[O:43])=[O:42])[C:32]1[CH:37]=[CH:36][C:35](C=O)=[CH:34][CH:33]=1.C(O)(=O)C.C(O[BH-](OC(=O)C)OC(=O)C)(=O)C.[Na+].[ClH:65], predict the reaction product. The product is: [ClH:65].[F:46][C:30]([F:29])([F:45])[C@@H:31]([NH:40][S:41]([CH3:44])(=[O:43])=[O:42])[C:32]1[CH:33]=[CH:34][C:35]([CH2:15][NH:14][CH2:13][CH2:12][N:3]2[CH2:4][CH2:5][C:6]3[C:11](=[CH:10][CH:9]=[CH:8][CH:7]=3)[C:2]2=[O:1])=[CH:36][CH:37]=1. (4) The product is: [NH2:22][C:18]1[N:17]=[C:16]([N:7]2[C:6]3[CH:23]=[C:2]([C:33]#[C:32][C:30]([C:25]4[N:24]=[CH:29][CH:28]=[CH:27][N:26]=4)([OH:34])[CH3:31])[CH:3]=[CH:4][C:5]=3[N:9]=[C:8]2[O:10][CH2:11][C:12]([F:15])([F:14])[F:13])[CH:21]=[CH:20][N:19]=1. Given the reactants Br[C:2]1[CH:3]=[CH:4][C:5]2[N:9]=[C:8]([O:10][CH2:11][C:12]([F:15])([F:14])[F:13])[N:7]([C:16]3[CH:21]=[CH:20][N:19]=[C:18]([NH2:22])[N:17]=3)[C:6]=2[CH:23]=1.[N:24]1[CH:29]=[CH:28][CH:27]=[N:26][C:25]=1[C:30]([OH:34])([C:32]#[CH:33])[CH3:31].C(N(CC)CC)C, predict the reaction product. (5) Given the reactants O[C:2]1[CH:7]=[CH:6][C:5]([C:8]([F:14])([F:13])[C:9]([F:12])([F:11])[F:10])=[CH:4][C:3]=1[NH:15][C:16](=[O:23])[C:17]1[CH:22]=[CH:21][N:20]=[CH:19][CH:18]=1.O1CCCC1.C1(P(C2C=CC=CC=2)C2C=CC=CC=2)C=CC=CC=1.N(C(OCC)=O)=NC(OCC)=O, predict the reaction product. The product is: [F:14][C:8]([F:13])([C:5]1[CH:6]=[CH:7][C:2]2[O:23][C:16]([C:17]3[CH:22]=[CH:21][N:20]=[CH:19][CH:18]=3)=[N:15][C:3]=2[CH:4]=1)[C:9]([F:10])([F:12])[F:11]. (6) Given the reactants [CH:1]1([CH2:7][N:8]2[C:12]3[CH:13]=[CH:14][CH:15]=[CH:16][C:11]=3[N:10]=[C:9]2[C:17]2[CH:22]=[CH:21][CH:20]=[CH:19][C:18]=2[CH2:23][CH2:24][C:25]2[CH:30]=[CH:29][C:28]([OH:31])=[CH:27][CH:26]=2)[CH2:6][CH2:5][CH2:4][CH2:3][CH2:2]1.[CH3:32][O:33][C:34](=[O:37])[CH2:35]Br, predict the reaction product. The product is: [CH3:32][O:33][C:34](=[O:37])[CH2:35][O:31][C:28]1[CH:27]=[CH:26][C:25]([CH2:24][CH2:23][C:18]2[CH:19]=[CH:20][CH:21]=[CH:22][C:17]=2[C:9]2[N:8]([CH2:7][CH:1]3[CH2:6][CH2:5][CH2:4][CH2:3][CH2:2]3)[C:12]3[CH:13]=[CH:14][CH:15]=[CH:16][C:11]=3[N:10]=2)=[CH:30][CH:29]=1.